Dataset: Catalyst prediction with 721,799 reactions and 888 catalyst types from USPTO. Task: Predict which catalyst facilitates the given reaction. (1) Reactant: [C:1]([C:5]1[S:9][C:8]([C:10]([NH:12][C@@H:13]([CH2:24][C:25]2[CH:30]=[CH:29][C:28]([C:31]3[N:36]=[CH:35][C:34]([C:37]4[CH:42]=[CH:41][C:40]([O:43][CH2:44][CH2:45][CH2:46][CH2:47][CH2:48][CH2:49][CH3:50])=[CH:39][CH:38]=4)=[CH:33][N:32]=3)=[CH:27][CH:26]=2)[C:14]([N:16]2[CH2:19][CH:18]([C:20]([O:22]C)=[O:21])[CH2:17]2)=[O:15])=[O:11])=[CH:7][CH:6]=1)([CH3:4])([CH3:3])[CH3:2]. Product: [C:1]([C:5]1[S:9][C:8]([C:10]([NH:12][C@@H:13]([CH2:24][C:25]2[CH:30]=[CH:29][C:28]([C:31]3[N:36]=[CH:35][C:34]([C:37]4[CH:42]=[CH:41][C:40]([O:43][CH2:44][CH2:45][CH2:46][CH2:47][CH2:48][CH2:49][CH3:50])=[CH:39][CH:38]=4)=[CH:33][N:32]=3)=[CH:27][CH:26]=2)[C:14]([N:16]2[CH2:19][CH:18]([C:20]([OH:22])=[O:21])[CH2:17]2)=[O:15])=[O:11])=[CH:7][CH:6]=1)([CH3:4])([CH3:3])[CH3:2]. The catalyst class is: 20. (2) Reactant: CCN(C(C)C)C(C)C.OC(C(F)(F)F)=O.[O:17]=[C:18]([N:35]1[CH2:40][CH2:39][NH:38][CH2:37][CH2:36]1)[CH2:19][NH:20][C:21]([C:23]1[CH:28]=[CH:27][C:26]([C:29]2[CH:34]=[CH:33][CH:32]=[CH:31][CH:30]=2)=[CH:25][CH:24]=1)=[O:22].C1C=CC2N(O)N=NC=2C=1.CCN=C=NCCCN(C)C.Cl.[Cl:63][C:64]1[CH:72]=[CH:71][C:70]([Cl:73])=[CH:69][C:65]=1[C:66](O)=[O:67]. Product: [Cl:63][C:64]1[CH:72]=[CH:71][C:70]([Cl:73])=[CH:69][C:65]=1[C:66]([N:38]1[CH2:39][CH2:40][N:35]([C:18](=[O:17])[CH2:19][NH:20][C:21]([C:23]2[CH:24]=[CH:25][C:26]([C:29]3[CH:34]=[CH:33][CH:32]=[CH:31][CH:30]=3)=[CH:27][CH:28]=2)=[O:22])[CH2:36][CH2:37]1)=[O:67]. The catalyst class is: 18. (3) Reactant: [CH2:1]([O:8][C:9]1[C:10]([C:22]([NH:24][CH2:25][C:26]([O:28][CH2:29][CH3:30])=[O:27])=[O:23])=[N:11][C:12]([CH2:16][CH:17]([O:20][CH3:21])[O:18][CH3:19])=[N:13][C:14]=1[CH3:15])[C:2]1[CH:7]=[CH:6][CH:5]=[CH:4][CH:3]=1.[F:31][C:32]1[CH:37]=[CH:36][C:35]([CH:38]([CH2:41][OH:42])[CH2:39][OH:40])=[CH:34][CH:33]=1.O.C1(C)C=CC(S(O)(=O)=O)=CC=1.C(=O)([O-])O.[Na+]. Product: [CH2:1]([O:8][C:9]1[C:10]([C:22]([NH:24][CH2:25][C:26]([O:28][CH2:29][CH3:30])=[O:27])=[O:23])=[N:11][C:12]([CH2:16][C@H:17]2[O:18][CH2:19][C@H:38]([C:35]3[CH:36]=[CH:37][C:32]([F:31])=[CH:33][CH:34]=3)[CH2:21][O:20]2)=[N:13][C:14]=1[CH3:15])[C:2]1[CH:7]=[CH:6][CH:5]=[CH:4][CH:3]=1.[CH2:1]([O:8][C:9]1[C:10]([C:22]([NH:24][CH2:25][C:26]([O:28][CH2:29][CH3:30])=[O:27])=[O:23])=[N:11][C:12]([CH2:16][C@H:17]2[O:42][CH2:41][C@@H:38]([C:35]3[CH:34]=[CH:33][C:32]([F:31])=[CH:37][CH:36]=3)[CH2:39][O:40]2)=[N:13][C:14]=1[CH3:15])[C:2]1[CH:7]=[CH:6][CH:5]=[CH:4][CH:3]=1. The catalyst class is: 11. (4) Reactant: [H-].[Al+3].[Li+].[H-].[H-].[H-].[Cl:7][C:8]1[CH:9]=[CH:10][C:11]2[N:17]3[C:18]([CH3:21])=[N:19][N:20]=[C:16]3[C@@H:15]([CH2:22][C:23](OC)=[O:24])[S:14][C@H:13]([C:27]3[CH:32]=[CH:31][CH:30]=[C:29]([O:33][CH3:34])[C:28]=3[O:35][CH3:36])[C:12]=2[CH:37]=1.C(C(C(C([O-])=O)O)O)([O-])=O.[Na+].[K+]. Product: [Cl:7][C:8]1[CH:9]=[CH:10][C:11]2[N:17]3[C:18]([CH3:21])=[N:19][N:20]=[C:16]3[C@@H:15]([CH2:22][CH2:23][OH:24])[S:14][C@H:13]([C:27]3[CH:32]=[CH:31][CH:30]=[C:29]([O:33][CH3:34])[C:28]=3[O:35][CH3:36])[C:12]=2[CH:37]=1. The catalyst class is: 7. (5) Reactant: [H-].[Al+3].[Li+].[H-].[H-].[H-].[F:7][C:8]([F:20])([F:19])[C:9]1[C:14]([C:15](OC)=[O:16])=[CH:13][N:12]=[CH:11][CH:10]=1.C(OCC)(=O)C.O. Product: [F:19][C:8]([F:7])([F:20])[C:9]1[CH:10]=[CH:11][N:12]=[CH:13][C:14]=1[CH2:15][OH:16]. The catalyst class is: 1. (6) Reactant: [Cl:1][C:2]1[C:7]([N:8]2[CH2:13][CH2:12][C@@H:11]([NH:14][CH:15]3[CH2:18][O:17][CH2:16]3)[C@H:10]([OH:19])[CH2:9]2)=[CH:6][C:5]([C:20]#[N:21])=[CH:4][C:3]=1[NH:22][C:23]1[N:28]=[C:27]([NH:29][CH2:30][CH3:31])[C:26]2=[N:32][CH:33]=[C:34]([C:35]#[N:36])[N:25]2[N:24]=1.[C:37](N1C=CN=C1)(N1C=CN=C1)=[O:38]. Product: [Cl:1][C:2]1[C:7]([N:8]2[CH2:13][CH2:12][C@H:11]3[N:14]([CH:15]4[CH2:16][O:17][CH2:18]4)[C:37](=[O:38])[O:19][C@@H:10]3[CH2:9]2)=[CH:6][C:5]([C:20]#[N:21])=[CH:4][C:3]=1[NH:22][C:23]1[N:28]=[C:27]([NH:29][CH2:30][CH3:31])[C:26]2=[N:32][CH:33]=[C:34]([C:35]#[N:36])[N:25]2[N:24]=1. The catalyst class is: 3. (7) Reactant: [OH:1][C:2]1[CH:9]=[CH:8][C:7](O)=[CH:6][C:3]=1[CH:4]=[O:5].[C:11](=[O:14])([O-])[O-].[K+].[K+].[CH:17]1[CH:22]=[CH:21][C:20]([CH2:23]Br)=[CH:19][CH:18]=1. Product: [CH2:23]([O:1][C:2]1[CH:9]=[CH:8][C:7]([O:14][CH2:11][C:2]2[CH:9]=[CH:8][CH:7]=[CH:6][CH:3]=2)=[CH:6][C:3]=1[CH:4]=[O:5])[C:20]1[CH:21]=[CH:22][CH:17]=[CH:18][CH:19]=1. The catalyst class is: 23.